This data is from Full USPTO retrosynthesis dataset with 1.9M reactions from patents (1976-2016). The task is: Predict the reactants needed to synthesize the given product. (1) Given the product [N:1]1([C:7]2[C:8]3[N:9]([CH:23]=[C:24]([CH2:26][O:27][C:28]4[CH:37]=[CH:36][C:35]5[C:30](=[CH:31][CH:32]=[CH:33][CH:34]=5)[N:29]=4)[N:25]=3)[C:10]([C:13]3[CH:14]=[CH:15][C:16]([C:19]([OH:21])=[O:20])=[N:17][CH:18]=3)=[CH:11][N:12]=2)[CH2:2][CH2:3][O:4][CH2:5][CH2:6]1, predict the reactants needed to synthesize it. The reactants are: [N:1]1([C:7]2[C:8]3[N:9]([CH:23]=[C:24]([CH2:26][O:27][C:28]4[CH:37]=[CH:36][C:35]5[C:30](=[CH:31][CH:32]=[CH:33][CH:34]=5)[N:29]=4)[N:25]=3)[C:10]([C:13]3[CH:14]=[CH:15][C:16]([C:19]([O:21]C)=[O:20])=[N:17][CH:18]=3)=[CH:11][N:12]=2)[CH2:6][CH2:5][O:4][CH2:3][CH2:2]1.[Li+].[OH-].Cl. (2) Given the product [F:1][C:2]1[CH:10]=[CH:9][C:8]([CH2:11][C:12]2[C:21]3[C:16](=[CH:17][CH:18]=[CH:19][CH:20]=3)[C:15](=[O:22])[NH:14][N:13]=2)=[CH:7][C:3]=1[C:4]([N:27]1[CH2:28][CH2:29][CH:24]([OH:23])[CH2:25][CH2:26]1)=[O:6], predict the reactants needed to synthesize it. The reactants are: [F:1][C:2]1[CH:10]=[CH:9][C:8]([CH2:11][C:12]2[C:21]3[C:16](=[CH:17][CH:18]=[CH:19][CH:20]=3)[C:15](=[O:22])[NH:14][N:13]=2)=[CH:7][C:3]=1[C:4]([OH:6])=O.[OH:23][CH:24]1[CH2:29][CH2:28][NH:27][CH2:26][CH2:25]1.C(N(CC)CC)C.F[P-](F)(F)(F)(F)F.N1(OC(N(C)C)=[N+](C)C)C2C=CC=CC=2N=N1. (3) Given the product [C:2]1(=[O:20])[CH2:19][C@H:18]2[C@@H:4]([CH2:5][CH2:6][C@H:7]3[C@H:16]4[C@@H:11]([CH2:12][C:13](=[O:17])[CH2:14][CH2:15]4)[CH2:10][CH2:9][C@@H:8]32)[CH2:3]1, predict the reactants needed to synthesize it. The reactants are: N.[C:2]1(=[O:20])[CH2:19][C@H:18]2[C@@H:4]([CH2:5][CH2:6][C@H:7]3[C@H:16]4[C:11](=[CH:12][C:13](=[O:17])[CH2:14][CH2:15]4)[CH2:10][CH2:9][C@@H:8]32)[CH2:3]1.[NH4+].[Cl-]. (4) Given the product [N:1]1([CH:11]2[CH2:16][CH2:15][N:14]([C:17]([O:19][C:20]([CH3:23])([CH3:22])[CH3:21])=[O:18])[CH2:13][CH2:12]2)[C:9]2[C:4](=[CH:5][CH:6]=[CH:7][CH:8]=2)[CH2:3][CH2:2]1, predict the reactants needed to synthesize it. The reactants are: [NH:1]1[C:9]2[C:4](=[CH:5][CH:6]=[CH:7][CH:8]=2)[CH2:3][CH2:2]1.O=[C:11]1[CH2:16][CH2:15][N:14]([C:17]([O:19][C:20]([CH3:23])([CH3:22])[CH3:21])=[O:18])[CH2:13][CH2:12]1.C(O)(=O)C.[BH-](OC(C)=O)(OC(C)=O)OC(C)=O.[Na+].[OH-].[Na+]. (5) Given the product [OH:15][C@H:13]1[CH2:14][N:10]([C:8]([O:7][C:3]([CH3:6])([CH3:4])[CH3:5])=[O:9])[C@@H:11]([C:16]([O:18][CH3:19])=[O:17])[CH2:12]1, predict the reactants needed to synthesize it. The reactants are: IC.[C:3]([O:7][C:8]([N:10]1[CH2:14][C@H:13]([OH:15])[CH2:12][C@@H:11]1[C:16]([OH:18])=[O:17])=[O:9])([CH3:6])([CH3:5])[CH3:4].[C:19](=O)([O-])[O-].[Cs+].[Cs+].